Dataset: Peptide-MHC class I binding affinity with 185,985 pairs from IEDB/IMGT. Task: Regression. Given a peptide amino acid sequence and an MHC pseudo amino acid sequence, predict their binding affinity value. This is MHC class I binding data. (1) The peptide sequence is KLVKSLVDK. The MHC is HLA-A68:01 with pseudo-sequence HLA-A68:01. The binding affinity (normalized) is 0. (2) The peptide sequence is LTDEDKQNQ. The MHC is HLA-A03:01 with pseudo-sequence HLA-A03:01. The binding affinity (normalized) is 0.0847. (3) The peptide sequence is AEFPVGSTA. The MHC is HLA-B44:02 with pseudo-sequence HLA-B44:02. The binding affinity (normalized) is 0.0847. (4) The peptide sequence is ITMTTVYHI. The MHC is HLA-A02:03 with pseudo-sequence HLA-A02:03. The binding affinity (normalized) is 0.817. (5) The peptide sequence is WMASVEPHW. The MHC is HLA-B58:01 with pseudo-sequence HLA-B58:01. The binding affinity (normalized) is 0.761. (6) The peptide sequence is HVLLPFYET. The MHC is HLA-A02:01 with pseudo-sequence HLA-A02:01. The binding affinity (normalized) is 0.277.